The task is: Predict the product of the given reaction.. This data is from Forward reaction prediction with 1.9M reactions from USPTO patents (1976-2016). (1) Given the reactants [OH:1][C:2]1[CH:7]=[CH:6][C:5]([CH2:8][C@H:9]([O:13][CH3:14])[C:10]([OH:12])=[O:11])=[CH:4][CH:3]=1.S(=O)(=O)(O)O.[CH2:20](O)[CH3:21], predict the reaction product. The product is: [CH2:20]([O:11][C:10](=[O:12])[C@@H:9]([O:13][CH3:14])[CH2:8][C:5]1[CH:4]=[CH:3][C:2]([OH:1])=[CH:7][CH:6]=1)[CH3:21]. (2) Given the reactants [Br:1][C:2]1[CH:3]=[C:4]([CH:7]=[CH:8][C:9]=1[CH3:10])[CH:5]=[O:6].[BH4-].[Na+], predict the reaction product. The product is: [Br:1][C:2]1[CH:3]=[C:4]([CH2:5][OH:6])[CH:7]=[CH:8][C:9]=1[CH3:10].